This data is from NCI-60 drug combinations with 297,098 pairs across 59 cell lines. The task is: Regression. Given two drug SMILES strings and cell line genomic features, predict the synergy score measuring deviation from expected non-interaction effect. (1) Drug 1: CS(=O)(=O)C1=CC(=C(C=C1)C(=O)NC2=CC(=C(C=C2)Cl)C3=CC=CC=N3)Cl. Drug 2: COC1=C(C=C2C(=C1)N=CN=C2NC3=CC(=C(C=C3)F)Cl)OCCCN4CCOCC4. Cell line: HT29. Synergy scores: CSS=59.5, Synergy_ZIP=11.6, Synergy_Bliss=13.0, Synergy_Loewe=11.4, Synergy_HSA=11.5. (2) Drug 1: CC1=C2C(C(=O)C3(C(CC4C(C3C(C(C2(C)C)(CC1OC(=O)C(C(C5=CC=CC=C5)NC(=O)OC(C)(C)C)O)O)OC(=O)C6=CC=CC=C6)(CO4)OC(=O)C)O)C)O. Drug 2: B(C(CC(C)C)NC(=O)C(CC1=CC=CC=C1)NC(=O)C2=NC=CN=C2)(O)O. Cell line: U251. Synergy scores: CSS=20.1, Synergy_ZIP=-6.55, Synergy_Bliss=-14.7, Synergy_Loewe=-20.4, Synergy_HSA=-13.1.